This data is from Retrosynthesis with 50K atom-mapped reactions and 10 reaction types from USPTO. The task is: Predict the reactants needed to synthesize the given product. (1) Given the product CC(C)C(C(=O)OC(C#N)c1cccc(Oc2ccccc2)c1)c1ccc(OC(F)F)cc1, predict the reactants needed to synthesize it. The reactants are: CC(C)C(C(=O)Cl)c1ccc(OC(F)F)cc1.N#CC(O)c1cccc(Oc2ccccc2)c1. (2) Given the product CC(C)(C)OC(=O)NC1(c2ccc(-c3nc4c(cc3-c3ccccc3)N(C3CCC3)C(=O)CO4)cc2)CCC1, predict the reactants needed to synthesize it. The reactants are: BrC1CCC1.CC(C)(C)OC(=O)NC1(c2ccc(-c3nc4c(cc3-c3ccccc3)NC(=O)CO4)cc2)CCC1. (3) Given the product CC(C)(C)OC(=O)N1CCC[C@@H](C(O)c2cccc(F)c2F)C1, predict the reactants needed to synthesize it. The reactants are: CC(C)(C)OC(=O)N1CCC[C@@H](C(=O)c2cccc(F)c2F)C1. (4) Given the product CCOC(=O)C(Cc1ccc(OCCc2ccc(OC(=O)NCc3ccccc3)cc2)cc1)OCC, predict the reactants needed to synthesize it. The reactants are: CCOC(=O)C(Cc1ccc(OCCc2ccc(O)cc2)cc1)OCC.O=C=NCc1ccccc1. (5) Given the product CC(c1oc(=O)c2ccccc2c1-c1ccccc1)n1nc(-c2cnc(N)nc2)c2c(N)ncnc21, predict the reactants needed to synthesize it. The reactants are: CC(c1oc(=O)c2ccccc2c1-c1ccccc1)n1nc(I)c2c(N)ncnc21.Nc1ncc(B(O)O)cn1. (6) The reactants are: CCOC(=O)c1nc(Cl)nc(Cl)c1[N+](=O)[O-].Cc1cc(N)n[nH]1. Given the product CCOC(=O)c1nc(Cl)nc(Nc2cc(C)[nH]n2)c1[N+](=O)[O-], predict the reactants needed to synthesize it. (7) Given the product Cc1cc(Nc2ncc3c(n2)N(C2CCCC2)CC(F)(F)C(=O)N3C)ccc1C(=O)NC1CCN(C)CC1, predict the reactants needed to synthesize it. The reactants are: CN1CCC(N)CC1.Cc1cc(Nc2ncc3c(n2)N(C2CCCC2)CC(F)(F)C(=O)N3C)ccc1C(=O)O. (8) Given the product CCN(CC)CCOc1c(OC)cc(N)cc1OC, predict the reactants needed to synthesize it. The reactants are: CCN(CC)CCOc1c(OC)cc([N+](=O)[O-])cc1OC. (9) Given the product Cc1ccc(S(=O)(=O)O)cc1, predict the reactants needed to synthesize it. The reactants are: CC(C)CC(C(=O)NN(CC(C)C)C(=O)CN1CCCC1)[C@H](CC=Cc1ccccc1)C(=O)NOC1CCCCO1. (10) The reactants are: O=C1CCC(N2Cc3c(OCc4ccc(CBr)cc4)cccc3C2=O)C(=O)N1.c1cncc(C2CCNCC2)c1. Given the product O=C1CCC(N2Cc3c(OCc4ccc(CN5CCC(c6cccnc6)CC5)cc4)cccc3C2=O)C(=O)N1, predict the reactants needed to synthesize it.